This data is from Forward reaction prediction with 1.9M reactions from USPTO patents (1976-2016). The task is: Predict the product of the given reaction. (1) Given the reactants [CH3:1][S:2][C:3]1[C:8]([NH:9][C:10](=[O:21])[CH2:11][N:12]2[CH2:17][CH2:16][N:15]([CH2:18][CH2:19]O)[CH2:14][CH2:13]2)=[C:7]([S:22][CH3:23])[CH:6]=[C:5]([CH3:24])[N:4]=1.[CH2:25]([O:32][C:33]1[CH:42]=[CH:41][C:36]2[N:37]=[C:38]([SH:40])[NH:39][C:35]=2[CH:34]=1)[C:26]1[CH:31]=[CH:30][CH:29]=[CH:28][CH:27]=1.C1(P(C2C=CC=CC=2)C2C=CC=CC=2)C=CC=CC=1.N(C(OCC)=O)=NC(OCC)=O.Cl, predict the reaction product. The product is: [CH2:25]([O:32][C:33]1[CH:42]=[CH:41][C:36]2[N:37]=[C:38]([S:40][CH2:19][CH2:18][N:15]3[CH2:16][CH2:17][N:12]([CH2:11][C:10]([NH:9][C:8]4[C:3]([S:2][CH3:1])=[N:4][C:5]([CH3:24])=[CH:6][C:7]=4[S:22][CH3:23])=[O:21])[CH2:13][CH2:14]3)[NH:39][C:35]=2[CH:34]=1)[C:26]1[CH:27]=[CH:28][CH:29]=[CH:30][CH:31]=1. (2) Given the reactants CS([Cl:5])(=O)=O.C(N(CC)C(C)C)(C)C.[Cl:15][C:16]1[C:25]([CH2:26]O)=[CH:24][C:23]2[C:18](=[CH:19][C:20]([F:28])=[CH:21][CH:22]=2)[N:17]=1, predict the reaction product. The product is: [Cl:15][C:16]1[C:25]([CH2:26][Cl:5])=[CH:24][C:23]2[C:18](=[CH:19][C:20]([F:28])=[CH:21][CH:22]=2)[N:17]=1. (3) Given the reactants [Cl:1][C:2]1[CH:3]=[C:4]2[C:9](=[CH:10][CH:11]=1)[N:8]=[C:7]([O:12][CH3:13])[C:6]([NH:14][C:15](=[O:19])OCC)=[N:5]2.[C:20]1([N:26]2[CH2:31][CH2:30][NH:29][CH2:28][CH2:27]2)[CH:25]=[CH:24][CH:23]=[CH:22][CH:21]=1.C1CCN2C(=NCCC2)CC1, predict the reaction product. The product is: [Cl:1][C:2]1[CH:3]=[C:4]2[C:9](=[CH:10][CH:11]=1)[N:8]=[C:7]([O:12][CH3:13])[C:6]([NH:14][C:15]([N:29]1[CH2:30][CH2:31][N:26]([C:20]3[CH:25]=[CH:24][CH:23]=[CH:22][CH:21]=3)[CH2:27][CH2:28]1)=[O:19])=[N:5]2. (4) Given the reactants [O:1]1[C:5]2[CH:6]=[CH:7][C:8]([C:10]3[S:11][CH:12]=[C:13]([C:15]([NH:17][C:18]4[S:19][C:20]5[CH:26]=[C:25]([C:27]([OH:29])=O)[CH:24]=[CH:23][C:21]=5[N:22]=4)=[O:16])[N:14]=3)=[CH:9][C:4]=2[CH2:3][CH2:2]1.CN(C(ON1N=NC2C=CC=CC1=2)=[N+](C)C)C.F[P-](F)(F)(F)(F)F.[NH:54]1[CH2:59][CH2:58][O:57][CH2:56][CH2:55]1, predict the reaction product. The product is: [O:1]1[C:5]2[CH:6]=[CH:7][C:8]([C:10]3[S:11][CH:12]=[C:13]([C:15]([NH:17][C:18]4[S:19][C:20]5[CH:26]=[C:25]([C:27]([N:54]6[CH2:59][CH2:58][O:57][CH2:56][CH2:55]6)=[O:29])[CH:24]=[CH:23][C:21]=5[N:22]=4)=[O:16])[N:14]=3)=[CH:9][C:4]=2[CH2:3][CH2:2]1. (5) Given the reactants [NH2:1][C:2]1[CH:20]=[CH:19][C:5]([CH2:6][C:7]([CH3:18])([C:13]([O:15][CH2:16][CH3:17])=[O:14])[C:8]([O:10][CH2:11][CH3:12])=[O:9])=[CH:4][CH:3]=1.Cl[CH2:22][CH2:23][NH:24][CH2:25][CH2:26]Cl.Cl, predict the reaction product. The product is: [N:1]1([C:2]2[CH:3]=[CH:4][C:5]([CH2:6][C:7]([CH3:18])([C:13]([O:15][CH2:16][CH3:17])=[O:14])[C:8]([O:10][CH2:11][CH3:12])=[O:9])=[CH:19][CH:20]=2)[CH2:26][CH2:25][NH:24][CH2:23][CH2:22]1. (6) Given the reactants [CH2:1]([O:3][P:4]([CH2:9][C:10]1[CH:15]=[C:14]([CH2:16][C:17]2[CH:22]=[CH:21][C:20]([CH2:23][CH3:24])=[CH:19][CH:18]=2)[CH:13]=[CH:12][C:11]=1[O:25]CC1C=CC=CC=1)(=[O:8])[O:5][CH2:6][CH3:7])[CH3:2], predict the reaction product. The product is: [CH2:6]([O:5][P:4]([CH2:9][C:10]1[CH:15]=[C:14]([CH2:16][C:17]2[CH:22]=[CH:21][C:20]([CH2:23][CH3:24])=[CH:19][CH:18]=2)[CH:13]=[CH:12][C:11]=1[OH:25])(=[O:8])[O:3][CH2:1][CH3:2])[CH3:7]. (7) Given the reactants Cl[C:2]1[N:7]=[C:6]([S:8][CH2:9][C:10]2[CH:15]=[CH:14][CH:13]=[CH:12][CH:11]=2)[N:5]=[C:4]([N:16]([CH2:26][O:27][CH2:28][CH2:29][Si:30]([CH3:33])([CH3:32])[CH3:31])[S:17]([N:20]2[CH2:25][CH2:24][O:23][CH2:22][CH2:21]2)(=[O:19])=[O:18])[CH:3]=1.[NH2:34][C@@H:35]([CH2:37][OH:38])[CH3:36], predict the reaction product. The product is: [CH2:9]([S:8][C:6]1[N:5]=[C:4]([N:16]([CH2:26][O:27][CH2:28][CH2:29][Si:30]([CH3:33])([CH3:32])[CH3:31])[S:17]([N:20]2[CH2:25][CH2:24][O:23][CH2:22][CH2:21]2)(=[O:19])=[O:18])[CH:3]=[C:2]([NH:34][C@H:35]([CH3:36])[CH2:37][OH:38])[N:7]=1)[C:10]1[CH:15]=[CH:14][CH:13]=[CH:12][CH:11]=1.